This data is from Catalyst prediction with 721,799 reactions and 888 catalyst types from USPTO. The task is: Predict which catalyst facilitates the given reaction. (1) Reactant: [CH3:1][O:2][C:3]1[CH:8]=[CH:7][C:6]([C:9](=[O:12])[CH2:10][CH3:11])=[CH:5][C:4]=1[CH3:13].CC(C)([O-])C.[K+].[C:20](=[O:27])([O:24][CH2:25][CH3:26])OCC.Cl. Product: [CH2:25]([O:24][C:20](=[O:27])[CH:10]([CH3:11])[C:9]([C:6]1[CH:7]=[CH:8][C:3]([O:2][CH3:1])=[C:4]([CH3:13])[CH:5]=1)=[O:12])[CH3:26]. The catalyst class is: 7. (2) Reactant: Cl[C:2]1[N:7]=[C:6]([S:8][CH3:9])[N:5]=[C:4]2[N:10]([C:15]3[C:20]([F:21])=[CH:19][CH:18]=[CH:17][C:16]=3[F:22])[C:11](=[O:14])[NH:12][CH2:13][C:3]=12.[CH3:23][C:24]1[CH:30]=[CH:29][C:27]([NH2:28])=[CH:26][C:25]=1B1OC(C)(C)C(C)(C)O1.C([O-])([O-])=O.[K+].[K+]. Product: [NH2:28][C:27]1[CH:26]=[CH:25][C:24]([CH3:23])=[C:30]([C:2]2[N:7]=[C:6]([S:8][CH3:9])[N:5]=[C:4]3[N:10]([C:15]4[C:20]([F:21])=[CH:19][CH:18]=[CH:17][C:16]=4[F:22])[C:11](=[O:14])[NH:12][CH2:13][C:3]=23)[CH:29]=1. The catalyst class is: 38. (3) Reactant: CC(OI1(OC(C)=O)(OC(C)=O)OC(=O)C2C=CC=CC1=2)=O.[C:23]([NH:30][C@H:31]([CH2:35][OH:36])[CH:32]([CH3:34])[CH3:33])([O:25][C:26]([CH3:29])([CH3:28])[CH3:27])=[O:24].C(=O)(O)[O-].[Na+].S([O-])([O-])(=O)=S.[Na+].[Na+]. Product: [C:26]([O:25][C:23](=[O:24])[NH:30][CH:31]([CH:35]=[O:36])[CH:32]([CH3:33])[CH3:34])([CH3:27])([CH3:29])[CH3:28]. The catalyst class is: 268. (4) Product: [CH3:1][O:2][C:3]1[CH:4]=[C:5]2[C:10](=[CH:11][C:12]=1[O:13][CH3:14])[N:9]=[CH:8][CH:7]=[C:6]2[O:15][C:16]1[CH:22]=[CH:21][C:19]([NH:20][C:36]([NH:53][CH:51]([C:48]2[CH:49]=[CH:50][C:45]([F:44])=[CH:46][CH:47]=2)[CH3:52])=[O:42])=[C:18]([O:23][CH3:24])[CH:17]=1. Reactant: [CH3:1][O:2][C:3]1[CH:4]=[C:5]2[C:10](=[CH:11][C:12]=1[O:13][CH3:14])[N:9]=[CH:8][CH:7]=[C:6]2[O:15][C:16]1[CH:22]=[CH:21][C:19]([NH2:20])=[C:18]([O:23][CH3:24])[CH:17]=1.C(N(CC)CC)C.ClC(Cl)(O[C:36](=[O:42])OC(Cl)(Cl)Cl)Cl.[F:44][C:45]1[CH:50]=[CH:49][C:48]([CH:51]([NH2:53])[CH3:52])=[CH:47][CH:46]=1. The catalyst class is: 22. (5) The catalyst class is: 3. Reactant: Br[CH2:2][CH2:3][C:4]1[NH:5][C:6]2[C:11]([CH:12]=1)=[CH:10][C:9]([C:13]1[NH:22][C:21](=[O:23])[C:20]3[C:15](=[CH:16][C:17]([O:26][CH3:27])=[CH:18][C:19]=3[O:24][CH3:25])[N:14]=1)=[CH:8][CH:7]=2.[NH:28]1[CH2:32][CH2:31][CH2:30][CH2:29]1. Product: [CH3:25][O:24][C:19]1[CH:18]=[C:17]([O:26][CH3:27])[CH:16]=[C:15]2[C:20]=1[C:21](=[O:23])[NH:22][C:13]([C:9]1[CH:10]=[C:11]3[C:6](=[CH:7][CH:8]=1)[NH:5][C:4]([CH2:3][CH2:2][N:28]1[CH2:32][CH2:31][CH2:30][CH2:29]1)=[CH:12]3)=[N:14]2.